This data is from Tyrosyl-DNA phosphodiesterase HTS with 341,365 compounds. The task is: Binary Classification. Given a drug SMILES string, predict its activity (active/inactive) in a high-throughput screening assay against a specified biological target. (1) The molecule is O(C(=O)c1nnn(c1CN1CCCCCC1)c1nonc1N)C(C)C. The result is 0 (inactive). (2) The result is 0 (inactive). The drug is O=C1N(C(NC(=O)NC(CC)C)C(N1C)NC(=O)NC(CC)C)C. (3) The compound is Fc1ccc(CNC(=O)CN(CC(=O)NC2CCCC2)CC)cc1. The result is 0 (inactive). (4) The molecule is O=C(NC1CCCCC1)CO\N=C\c1cc([N+]([O-])=O)ccc1. The result is 0 (inactive). (5) The drug is Clc1cc(Cc2sc(NC(=O)CSc3nc(cc(n3)C)C)nc2)ccc1. The result is 0 (inactive).